This data is from Reaction yield outcomes from USPTO patents with 853,638 reactions. The task is: Predict the reaction yield, written as a fraction of the theoretical maximum amount of product (1.0 means a 100% yield; for example, 0.34 means a 34% yield). (1) The product is [CH3:12][NH:11][C:10]1[C:5]2[N:6]([C:2]([C:13]3[CH:18]=[CH:17][CH:16]=[CH:15][CH:14]=3)=[CH:3][N:4]=2)[CH:7]=[CH:8][N:9]=1. The yield is 0.630. The reactants are Br[C:2]1[N:6]2[CH:7]=[CH:8][N:9]=[C:10]([NH:11][CH3:12])[C:5]2=[N:4][CH:3]=1.[C:13]1(B(O)O)[CH:18]=[CH:17][CH:16]=[CH:15][CH:14]=1. No catalyst specified. (2) The reactants are [OH:1][NH:2][C:3](=[O:29])[CH:4]=[CH:5][CH2:6][CH2:7][CH2:8][CH2:9][CH:10]([O:21][Si](C(C)(C)C)(C)C)[C:11]1[CH:20]=[CH:19][C:18]2[C:13](=[CH:14][CH:15]=[CH:16][CH:17]=2)[CH:12]=1.Cl.C(OCC)(=O)C.O. The catalyst is C1COCC1. The product is [OH:1][NH:2][C:3](=[O:29])[CH:4]=[CH:5][CH2:6][CH2:7][CH2:8][CH2:9][CH:10]([OH:21])[C:11]1[CH:20]=[CH:19][C:18]2[C:13](=[CH:14][CH:15]=[CH:16][CH:17]=2)[CH:12]=1. The yield is 0.330. (3) The reactants are [CH2:1]([N:8]([CH2:20][C:21]1[CH:26]=[CH:25][CH:24]=[C:23]([O:27][CH3:28])[CH:22]=1)[CH2:9][CH:10]([C:12]1[CH:17]=[CH:16][C:15]([O:18][CH3:19])=[CH:14][CH:13]=1)O)[C:2]1[CH:7]=[CH:6][CH:5]=[CH:4][CH:3]=1.C(O)(C(F)(F)F)=O. The catalyst is C(Cl)Cl. The product is [CH2:1]([N:8]1[CH2:9][CH:10]([C:12]2[CH:17]=[CH:16][C:15]([O:18][CH3:19])=[CH:14][CH:13]=2)[C:26]2[C:21](=[CH:22][C:23]([O:27][CH3:28])=[CH:24][CH:25]=2)[CH2:20]1)[C:2]1[CH:7]=[CH:6][CH:5]=[CH:4][CH:3]=1. The yield is 0.500. (4) The reactants are [C:1]([NH:9][CH:10]([CH2:15][C:16]1[CH:21]=[CH:20][CH:19]=[C:18]([C:22]#[N:23])[CH:17]=1)[C:11]([O:13][CH3:14])=[O:12])(=[O:8])[C:2]1[CH:7]=[CH:6][CH:5]=[CH:4][CH:3]=1.[C:24](OC)(=[O:32])[C:25]1[C:26](=[CH:28][CH:29]=[CH:30][CH:31]=1)[SH:27].C(N(CC)CC)C. The catalyst is C1(C)C(C)=CC=CC=1. The product is [C:1]([NH:9][CH:10]([CH2:15][C:16]1[CH:21]=[CH:20][CH:19]=[C:18]([C:22]2[S:27][C:26]3[CH:28]=[CH:29][CH:30]=[CH:31][C:25]=3[C:24](=[O:32])[N:23]=2)[CH:17]=1)[C:11]([O:13][CH3:14])=[O:12])(=[O:8])[C:2]1[CH:7]=[CH:6][CH:5]=[CH:4][CH:3]=1. The yield is 0.170. (5) The product is [CH2:32]([NH:36][CH2:34][CH2:33][CH2:32][CH2:31][CH2:30][CH2:29][CH2:28][CH2:27]/[CH:26]=[CH:25]\[CH2:24][CH2:23][CH2:22][CH2:21][CH2:20][CH2:19][CH2:18][CH3:17])[CH2:31][CH2:30][CH2:29][CH2:28][CH2:27][CH2:26][CH2:25][CH2:24][CH2:23][CH2:22][CH2:21][CH2:20][CH2:19][CH2:18][CH3:17]. The catalyst is C1COCC1.CCOCC. The yield is 0.850. The reactants are C([CH2:17][CH2:18][CH2:19][CH2:20][CH2:21][CH2:22][CH2:23][CH2:24]/[CH:25]=[CH:26]\[CH2:27][CH2:28][CH2:29][CH2:30][CH2:31][CH2:32][CH2:33][C:34]([NH-:36])=O)CCCCCCCCCCCCCCC.[H-].[H-].[H-].[H-].[Li+].[Al+3].[H-].[OH-].[Na+].